From a dataset of Peptide-MHC class I binding affinity with 185,985 pairs from IEDB/IMGT. Regression. Given a peptide amino acid sequence and an MHC pseudo amino acid sequence, predict their binding affinity value. This is MHC class I binding data. (1) The peptide sequence is QVPLRPMTSK. The MHC is HLA-B44:02 with pseudo-sequence HLA-B44:02. The binding affinity (normalized) is 0. (2) The peptide sequence is VLDDGIYRI. The MHC is HLA-A02:17 with pseudo-sequence HLA-A02:17. The binding affinity (normalized) is 0.411. (3) The binding affinity (normalized) is 0.0847. The peptide sequence is TLKGTSYKM. The MHC is HLA-A03:01 with pseudo-sequence HLA-A03:01. (4) The peptide sequence is REFVFKNKDG. The MHC is HLA-B18:01 with pseudo-sequence HLA-B18:01. The binding affinity (normalized) is 0. (5) The peptide sequence is VQIPEKKCF. The MHC is HLA-B07:02 with pseudo-sequence HLA-B07:02. The binding affinity (normalized) is 0.0847. (6) The peptide sequence is VSDRPVMRY. The MHC is HLA-A29:02 with pseudo-sequence HLA-A29:02. The binding affinity (normalized) is 0.560. (7) The peptide sequence is SPAIFQSSM. The MHC is HLA-B42:01 with pseudo-sequence HLA-B42:01. The binding affinity (normalized) is 0.842.